From a dataset of Full USPTO retrosynthesis dataset with 1.9M reactions from patents (1976-2016). Predict the reactants needed to synthesize the given product. (1) The reactants are: [CH3:1][N:2]1[C:6]([N:7]2[C:11]3=[N:12][CH:13]=[CH:14][CH:15]=[C:10]3[CH:9]=[CH:8]2)=[C:5](/[CH:16]=[CH:17]/[C:18]([O:20]CC)=[O:19])[C:4]([CH3:23])=[N:3]1.O1CCCC1.[OH-].[Na+].S([O-])(O)(=O)=O.[K+]. Given the product [CH3:1][N:2]1[C:6]([N:7]2[C:11]3=[N:12][CH:13]=[CH:14][CH:15]=[C:10]3[CH:9]=[CH:8]2)=[C:5](/[CH:16]=[CH:17]/[C:18]([OH:20])=[O:19])[C:4]([CH3:23])=[N:3]1, predict the reactants needed to synthesize it. (2) Given the product [Cl:1][C:2]1[CH:7]=[CH:6][CH:5]=[CH:4][C:3]=1[C:8]1[O:9][C:10]([CH:15]([CH3:17])[CH3:16])=[C:11]([CH2:13][C:18]#[N:19])[N:12]=1, predict the reactants needed to synthesize it. The reactants are: [Cl:1][C:2]1[CH:7]=[CH:6][CH:5]=[CH:4][C:3]=1[C:8]1[O:9][C:10]([CH:15]([CH3:17])[CH3:16])=[C:11]([CH2:13]I)[N:12]=1.[C-:18]#[N:19].[Na+].O. (3) The reactants are: [CH3:1][NH:2][C:3]([C:5]1[CH:6]=[N:7][C:8]([O:11][C:12]2[CH:22]=[CH:21][C:15]3[CH2:16][CH2:17][NH:18][CH2:19][CH2:20][C:14]=3[CH:13]=2)=[CH:9][CH:10]=1)=[O:4].[CH:23]1([CH:26]=O)[CH2:25][CH2:24]1. Given the product [CH:23]1([CH2:26][N:18]2[CH2:17][CH2:16][C:15]3[CH:21]=[CH:22][C:12]([O:11][C:8]4[N:7]=[CH:6][C:5]([C:3]([NH:2][CH3:1])=[O:4])=[CH:10][CH:9]=4)=[CH:13][C:14]=3[CH2:20][CH2:19]2)[CH2:25][CH2:24]1, predict the reactants needed to synthesize it. (4) Given the product [Br:1][C:2]1[CH:7]=[CH:6][C:5]([CH2:20][C:18]([OH:19])([C:17]([F:16])([F:25])[F:26])[C:21]([F:24])([F:23])[F:22])=[C:4]([Cl:9])[C:3]=1[Cl:10], predict the reactants needed to synthesize it. The reactants are: [Br:1][C:2]1[CH:7]=[CH:6][C:5](I)=[C:4]([Cl:9])[C:3]=1[Cl:10].[Li]CCCC.[F:16][C:17]([F:26])([F:25])[C:18]1([C:21]([F:24])([F:23])[F:22])[CH2:20][O:19]1.[NH4+].[Cl-]. (5) Given the product [C:1]([O:5][C:6]([N:8]1[CH2:13][CH2:12][CH:11]([C:14]2[C:22]3[C:17](=[CH:18][CH:19]=[C:20]([C:23]([O:25][CH3:26])=[O:24])[CH:21]=3)[NH:16][CH:15]=2)[CH2:10][CH2:9]1)=[O:7])([CH3:4])([CH3:3])[CH3:2], predict the reactants needed to synthesize it. The reactants are: [C:1]([O:5][C:6]([N:8]1[CH2:13][CH:12]=[C:11]([C:14]2[C:22]3[C:17](=[CH:18][CH:19]=[C:20]([C:23]([O:25][CH3:26])=[O:24])[CH:21]=3)[NH:16][CH:15]=2)[CH2:10][CH2:9]1)=[O:7])([CH3:4])([CH3:3])[CH3:2].C([O-])=O.[NH4+]. (6) Given the product [F:1][C:2]1[CH:7]=[CH:6][C:5]([C:8]2[N:12]=[C:11]([C:13]3[CH:18]=[CH:17][C:16]([F:19])=[CH:15][CH:14]=3)[N:10]([CH2:20][C:21]([N:45]3[CH2:46][CH2:47][N:42]([C:39]4[N:38]=[CH:37][C:36]([O:35][CH3:34])=[CH:41][N:40]=4)[CH2:43][CH2:44]3)=[O:22])[N:9]=2)=[CH:4][CH:3]=1, predict the reactants needed to synthesize it. The reactants are: [F:1][C:2]1[CH:7]=[CH:6][C:5]([C:8]2[N:12]=[C:11]([C:13]3[CH:18]=[CH:17][C:16]([F:19])=[CH:15][CH:14]=3)[N:10]([CH2:20][C:21](O)=[O:22])[N:9]=2)=[CH:4][CH:3]=1.CCN(C(C)C)C(C)C.Cl.[CH3:34][O:35][C:36]1[CH:37]=[N:38][C:39]([N:42]2[CH2:47][CH2:46][NH:45][CH2:44][CH2:43]2)=[N:40][CH:41]=1.C(Cl)Cl. (7) Given the product [Br:1][C:2]1[CH:7]=[CH:6][C:5]([CH2:8][Br:9])=[CH:4][N:3]=1, predict the reactants needed to synthesize it. The reactants are: [Br:1][C:2]1[CH:7]=[CH:6][C:5]([CH3:8])=[CH:4][N:3]=1.[Br:9]N1C(=O)CCC1=O.C(OOC(=O)C1C=CC=CC=1)(=O)C1C=CC=CC=1. (8) The reactants are: [CH2:1]([O:3][C:4]1[CH:9]=[CH:8][C:7]([C:10]2[CH:15]=[CH:14][C:13]([C:16](O)([OH:21])[C:17]([F:20])([F:19])[F:18])=[CH:12][CH:11]=2)=[CH:6][C:5]=1[CH2:23][NH:24][CH:25]1[CH2:30][CH2:29][CH:28]([N:31]([CH3:39])[C:32](=[O:38])[O:33][C:34]([CH3:37])([CH3:36])[CH3:35])[CH2:27][CH2:26]1)[CH3:2].[Cl:40][C:41]1[C:42]2[C:52]([F:53])=[CH:51][CH:50]=[C:49]([F:54])[C:43]=2[S:44][C:45]=1[C:46](Cl)=[O:47]. Given the product [Cl:40][C:41]1[C:42]2[C:52]([F:53])=[CH:51][CH:50]=[C:49]([F:54])[C:43]=2[S:44][C:45]=1[C:46]([N:24]([CH2:23][C:5]1[CH:6]=[C:7]([C:10]2[CH:15]=[CH:14][C:13]([C:16](=[O:21])[C:17]([F:20])([F:18])[F:19])=[CH:12][CH:11]=2)[CH:8]=[CH:9][C:4]=1[O:3][CH2:1][CH3:2])[CH:25]1[CH2:30][CH2:29][CH:28]([N:31]([CH3:39])[C:32](=[O:38])[O:33][C:34]([CH3:35])([CH3:37])[CH3:36])[CH2:27][CH2:26]1)=[O:47], predict the reactants needed to synthesize it. (9) Given the product [Br:1][CH2:2][C:3](=[O:17])[CH2:4][O:5][C:6]1[CH:7]=[C:8]2[C:13](=[CH:14][CH:15]=1)[NH:12][C:11](=[O:16])[CH2:10][CH2:9]2, predict the reactants needed to synthesize it. The reactants are: [Br:1][CH2:2][CH:3]([OH:17])[CH2:4][O:5][C:6]1[CH:7]=[C:8]2[C:13](=[CH:14][CH:15]=1)[NH:12][C:11](=[O:16])[CH2:10][CH2:9]2.[Cr](Cl)([O-])(=O)=O.[NH+]1C=CC=CC=1.